From a dataset of Forward reaction prediction with 1.9M reactions from USPTO patents (1976-2016). Predict the product of the given reaction. (1) Given the reactants [C:1]([O:4][CH2:5][CH:6]([CH3:8])[CH3:7])(=[O:3])[CH3:2], predict the reaction product. The product is: [C:1]([O:4][CH2:5][CH:6]([CH3:8])[CH3:7])(=[O:3])[CH3:2].[OH2:3]. (2) Given the reactants [CH3:1][N:2]1[C:6]([C:7]([F:10])([F:9])[F:8])=[C:5]([C:11]#[N:12])[C:4](=[O:13])[N:3]1[CH3:14], predict the reaction product. The product is: [NH2:12][CH2:11][C:5]1[C:4](=[O:13])[N:3]([CH3:14])[N:2]([CH3:1])[C:6]=1[C:7]([F:10])([F:8])[F:9]. (3) Given the reactants [CH:1]1([C@:7]([C:15]2[O:16][C:17]([CH2:20][N:21]([CH3:23])[CH3:22])=[CH:18][N:19]=2)([C:9]2[CH:14]=[CH:13][CH:12]=[CH:11][CH:10]=2)[OH:8])[CH2:6][CH2:5][CH2:4][CH2:3][CH2:2]1.[O:24]([CH2:31][CH2:32][CH2:33][Br:34])[C:25]1[CH:30]=[CH:29][CH:28]=[CH:27][CH:26]=1, predict the reaction product. The product is: [Br-:34].[CH:9]1([C@@:7]([OH:8])([C:1]2[CH:6]=[CH:5][CH:4]=[CH:3][CH:2]=2)[C:15]2[O:16][C:17]([CH2:20][N+:21]([CH3:23])([CH3:22])[CH2:33][CH2:32][CH2:31][O:24][C:25]3[CH:30]=[CH:29][CH:28]=[CH:27][CH:26]=3)=[CH:18][N:19]=2)[CH2:14][CH2:13][CH2:12][CH2:11][CH2:10]1.